Dataset: NCI-60 drug combinations with 297,098 pairs across 59 cell lines. Task: Regression. Given two drug SMILES strings and cell line genomic features, predict the synergy score measuring deviation from expected non-interaction effect. (1) Cell line: MCF7. Drug 2: CC(C)NC(=O)C1=CC=C(C=C1)CNNC.Cl. Drug 1: C1=NNC2=C1C(=O)NC=N2. Synergy scores: CSS=9.40, Synergy_ZIP=-1.05, Synergy_Bliss=0.736, Synergy_Loewe=1.15, Synergy_HSA=1.28. (2) Drug 1: C1C(C(OC1N2C=NC3=C(N=C(N=C32)Cl)N)CO)O. Drug 2: C(CC(=O)O)C(=O)CN.Cl. Cell line: NCI-H522. Synergy scores: CSS=20.1, Synergy_ZIP=-6.77, Synergy_Bliss=0.867, Synergy_Loewe=-10.7, Synergy_HSA=2.88. (3) Drug 1: CC12CCC3C(C1CCC2=O)CC(=C)C4=CC(=O)C=CC34C. Drug 2: C1=NC2=C(N1)C(=S)N=C(N2)N. Cell line: A549. Synergy scores: CSS=68.7, Synergy_ZIP=-2.07, Synergy_Bliss=-1.20, Synergy_Loewe=-6.60, Synergy_HSA=2.23. (4) Drug 2: CC(CN1CC(=O)NC(=O)C1)N2CC(=O)NC(=O)C2. Synergy scores: CSS=52.6, Synergy_ZIP=-5.45, Synergy_Bliss=-5.39, Synergy_Loewe=-19.5, Synergy_HSA=-4.65. Drug 1: CCC1=CC2CC(C3=C(CN(C2)C1)C4=CC=CC=C4N3)(C5=C(C=C6C(=C5)C78CCN9C7C(C=CC9)(C(C(C8N6C)(C(=O)OC)O)OC(=O)C)CC)OC)C(=O)OC.C(C(C(=O)O)O)(C(=O)O)O. Cell line: HCC-2998. (5) Drug 1: CCCS(=O)(=O)NC1=C(C(=C(C=C1)F)C(=O)C2=CNC3=C2C=C(C=N3)C4=CC=C(C=C4)Cl)F. Drug 2: C1CCC(C(C1)N)N.C(=O)(C(=O)[O-])[O-].[Pt+4]. Cell line: SR. Synergy scores: CSS=71.6, Synergy_ZIP=-0.148, Synergy_Bliss=6.82, Synergy_Loewe=-13.1, Synergy_HSA=7.85. (6) Drug 1: CC1=C(C(CCC1)(C)C)C=CC(=CC=CC(=CC(=O)O)C)C. Drug 2: CCC1(CC2CC(C3=C(CCN(C2)C1)C4=CC=CC=C4N3)(C5=C(C=C6C(=C5)C78CCN9C7C(C=CC9)(C(C(C8N6C)(C(=O)OC)O)OC(=O)C)CC)OC)C(=O)OC)O.OS(=O)(=O)O. Cell line: SK-MEL-28. Synergy scores: CSS=0.591, Synergy_ZIP=-2.39, Synergy_Bliss=-0.666, Synergy_Loewe=-2.91, Synergy_HSA=-2.91. (7) Drug 1: CC1=C2C(C(=O)C3(C(CC4C(C3C(C(C2(C)C)(CC1OC(=O)C(C(C5=CC=CC=C5)NC(=O)C6=CC=CC=C6)O)O)OC(=O)C7=CC=CC=C7)(CO4)OC(=O)C)O)C)OC(=O)C. Drug 2: N.N.Cl[Pt+2]Cl. Cell line: IGROV1. Synergy scores: CSS=68.1, Synergy_ZIP=-5.74, Synergy_Bliss=-1.60, Synergy_Loewe=0.110, Synergy_HSA=0.584. (8) Drug 1: CCCS(=O)(=O)NC1=C(C(=C(C=C1)F)C(=O)C2=CNC3=C2C=C(C=N3)C4=CC=C(C=C4)Cl)F. Drug 2: C(CCl)NC(=O)N(CCCl)N=O. Cell line: SR. Synergy scores: CSS=77.8, Synergy_ZIP=2.20, Synergy_Bliss=8.60, Synergy_Loewe=4.72, Synergy_HSA=10.0. (9) Drug 1: C#CCC(CC1=CN=C2C(=N1)C(=NC(=N2)N)N)C3=CC=C(C=C3)C(=O)NC(CCC(=O)O)C(=O)O. Drug 2: CC12CCC3C(C1CCC2OP(=O)(O)O)CCC4=C3C=CC(=C4)OC(=O)N(CCCl)CCCl.[Na+]. Cell line: IGROV1. Synergy scores: CSS=3.19, Synergy_ZIP=-2.13, Synergy_Bliss=2.00, Synergy_Loewe=0.582, Synergy_HSA=0.609.